Dataset: Reaction yield outcomes from USPTO patents with 853,638 reactions. Task: Predict the reaction yield, written as a fraction of the theoretical maximum amount of product (1.0 means a 100% yield; for example, 0.34 means a 34% yield). (1) The reactants are [C:1]([O:5][C:6]([NH:8][C:9]([CH3:29])([CH3:28])[CH2:10][C:11]1[C:19]2[C:14](=[C:15](OS(C(F)(F)F)(=O)=O)[CH:16]=[CH:17][CH:18]=2)[NH:13][CH:12]=1)=[O:7])([CH3:4])([CH3:3])[CH3:2].C(N(CC)CC)C.[S:37]1[CH:41]=[CH:40][CH:39]=[C:38]1B(O)O. The catalyst is CN(C)C=O.[Cl-].[Na+].O.C(OCC)(=O)C.[Pd].C1(P(C2C=CC=CC=2)C2C=CC=CC=2)C=CC=CC=1.C1(P(C2C=CC=CC=2)C2C=CC=CC=2)C=CC=CC=1.C1(P(C2C=CC=CC=2)C2C=CC=CC=2)C=CC=CC=1.C1(P(C2C=CC=CC=2)C2C=CC=CC=2)C=CC=CC=1. The product is [C:1]([O:5][C:6](=[O:7])[NH:8][C:9]([CH3:29])([CH3:28])[CH2:10][C:11]1[C:19]2[C:14](=[C:15]([C:38]3[S:37][CH:41]=[CH:40][CH:39]=3)[CH:16]=[CH:17][CH:18]=2)[NH:13][CH:12]=1)([CH3:2])([CH3:4])[CH3:3]. The yield is 0.310. (2) The reactants are [NH2:1][C:2]1[C:11]2[C:6](=[C:7](I)[C:8]([F:12])=[CH:9][CH:10]=2)[N:5]=[N:4][C:3]=1[C:14]([NH:16][CH2:17][CH2:18][CH3:19])=[O:15].[F:20][C:21]1[C:26]([O:27][CH3:28])=[CH:25][CH:24]=[CH:23][C:22]=1B(O)O. No catalyst specified. The product is [NH2:1][C:2]1[C:11]2[C:6](=[C:7]([C:22]3[CH:23]=[CH:24][CH:25]=[C:26]([O:27][CH3:28])[C:21]=3[F:20])[C:8]([F:12])=[CH:9][CH:10]=2)[N:5]=[N:4][C:3]=1[C:14]([NH:16][CH2:17][CH2:18][CH3:19])=[O:15]. The yield is 0.290. (3) The reactants are [CH3:1][N:2]([CH3:32])[C:3]([C:5]1[N:26]([CH:27]2[CH2:31][CH2:30][CH2:29][CH2:28]2)[C:8]2[N:9]=[C:10]([NH:13][C:14]3[CH:19]=[CH:18][C:17]([N:20]4[CH2:25][CH2:24][NH:23][CH2:22][CH2:21]4)=[CH:16][N:15]=3)[N:11]=[CH:12][C:7]=2[CH:6]=1)=[O:4].[CH:33]1([C:36](Cl)=[O:37])CC1.CC[N:41](CC)CC. The catalyst is C(Cl)Cl. The product is [CH3:1][N:2]([CH3:32])[C:3]([C:5]1[N:26]([CH:27]2[CH2:31][CH2:30][CH2:29][CH2:28]2)[C:8]2[N:9]=[C:10]([NH:13][C:14]3[CH:19]=[CH:18][C:17]([N:20]4[CH2:21][CH2:22][N:23]([CH2:33][C:36](=[O:37])[NH2:41])[CH2:24][CH2:25]4)=[CH:16][N:15]=3)[N:11]=[CH:12][C:7]=2[CH:6]=1)=[O:4]. The yield is 0.680.